From a dataset of Catalyst prediction with 721,799 reactions and 888 catalyst types from USPTO. Predict which catalyst facilitates the given reaction. (1) Reactant: [C:1]1([S:11]([NH2:14])(=[O:13])=[O:12])[C:2]([S:7]([NH2:10])(=[O:9])=[O:8])=[CH:3][CH:4]=[CH:5][CH:6]=1.[Br:15][C:16]1[C:24]([O:25][CH3:26])=[CH:23][C:19]([C:20](O)=[O:21])=[CH:18][C:17]=1[O:27][CH3:28].Cl.CN(C)CCCN=C=NCC.O. Product: [Br:15][C:16]1[C:24]([O:25][CH3:26])=[CH:23][C:19]([C:20]([NH:10][S:7]([C:2]2[CH:3]=[CH:4][CH:5]=[CH:6][C:1]=2[S:11](=[O:13])(=[O:12])[NH2:14])(=[O:9])=[O:8])=[O:21])=[CH:18][C:17]=1[O:27][CH3:28]. The catalyst class is: 468. (2) Reactant: [CH3:1][O:2][C:3](=[O:11])[C:4]1[CH:9]=[CH:8][C:7](F)=[CH:6][CH:5]=1.[CH2:12]([N:19]1[CH2:24][CH2:23][NH:22][CH2:21][CH2:20]1)[C:13]1[CH:18]=[CH:17][CH:16]=[CH:15][CH:14]=1.C(=O)([O-])[O-].[K+].[K+]. Product: [CH3:1][O:2][C:3](=[O:11])[C:4]1[CH:9]=[CH:8][C:7]([N:22]2[CH2:23][CH2:24][N:19]([CH2:12][C:13]3[CH:14]=[CH:15][CH:16]=[CH:17][CH:18]=3)[CH2:20][CH2:21]2)=[CH:6][CH:5]=1. The catalyst class is: 10.